From a dataset of Forward reaction prediction with 1.9M reactions from USPTO patents (1976-2016). Predict the product of the given reaction. (1) Given the reactants [Br:1][C:2]1[O:6][C:5]([CH:7]([O:10]C2C(F)=C(C(F)=CC=2)C(N)=O)[CH2:8][OH:9])=[N:4][C:3]=1[C:22]1[CH:27]=[CH:26][C:25]([C:28]([F:31])([F:30])[F:29])=[CH:24][CH:23]=1.BrC1OC(C(C2C=NC=CC=2)O[C:40]2[C:41]([F:50])=[C:42]([C:46]([F:49])=[CH:47][CH:48]=2)[C:43]([NH2:45])=[O:44])=NC=1C1C=CC(Cl)=CC=1.BrC1[O:69][C:68]([CH:70](OC2C(F)=C(C(F)=CC=2)C(N)=O)C=C)=NC=1C1C=CC(C(F)(F)F)=CC=1.BrC1OC(C(OC2C(F)=C(C(F)=CC=2)C(N)=O)CCC=C)=NC=1C1C=CC(C(F)(F)F)=CC=1.BrC1OC(C(OC2C(F)=C(C(F)=CC=2)C(N)=O)CCC(O)CO)=NC=1C1C=CC(C(F)(F)F)=CC=1.C(Br)C=C.[In], predict the reaction product. The product is: [Br:1][C:2]1[O:6][C:5]([CH:7]([OH:10])[CH:8]([OH:9])[CH2:70][CH2:68][O:69][C:42]2([C:41]([F:50])=[CH:40][CH:48]=[CH:47][CH:46]2[F:49])[C:43]([NH2:45])=[O:44])=[N:4][C:3]=1[C:22]1[CH:23]=[CH:24][C:25]([C:28]([F:30])([F:29])[F:31])=[CH:26][CH:27]=1. (2) Given the reactants [NH2:1][CH:2]1[C:8]2=[N:9][C:10]([C:14]3[CH:19]=[CH:18][N:17]=[CH:16][N:15]=3)=[CH:11][C:12](=[O:13])[N:7]2[CH2:6][CH2:5][O:4][CH2:3]1.[C:20]([O:24][C:25]([N:27]1[CH2:36][CH2:35][C:34]2[C:29](=[CH:30][C:31]([C:37](O)=[O:38])=[CH:32][CH:33]=2)[CH2:28]1)=[O:26])([CH3:23])([CH3:22])[CH3:21].C(P(=O)(OCC)OCC)#N.C(N(CC)CC)C, predict the reaction product. The product is: [C:20]([O:24][C:25]([N:27]1[CH2:36][CH2:35][C:34]2[C:29](=[CH:30][C:31]([C:37](=[O:38])[NH:1][CH:2]3[C:8]4=[N:9][C:10]([C:14]5[CH:19]=[CH:18][N:17]=[CH:16][N:15]=5)=[CH:11][C:12](=[O:13])[N:7]4[CH2:6][CH2:5][O:4][CH2:3]3)=[CH:32][CH:33]=2)[CH2:28]1)=[O:26])([CH3:23])([CH3:21])[CH3:22]. (3) Given the reactants [C:1]([O:5][C:6](=[O:29])[N:7]([CH2:9][CH2:10][O:11][C:12]1[CH:20]=[CH:19][CH:18]=[C:17]2[C:13]=1[C:14](Br)=[CH:15][N:16]2[CH2:21][C:22]1[CH:27]=[CH:26][CH:25]=[CH:24][CH:23]=1)[CH3:8])([CH3:4])([CH3:3])[CH3:2].P(=O)(O)(O)[OH:31], predict the reaction product. The product is: [C:1]([O:5][C:6](=[O:29])[N:7]([CH2:9][CH2:10][O:11][C:12]1[CH:20]=[CH:19][CH:18]=[C:17]2[C:13]=1[CH2:14][C:15](=[O:31])[N:16]2[CH2:21][C:22]1[CH:27]=[CH:26][CH:25]=[CH:24][CH:23]=1)[CH3:8])([CH3:4])([CH3:3])[CH3:2]. (4) Given the reactants [F:1][C:2]1[CH:3]=[CH:4][C:5]2[CH2:11][S:10](=[O:13])(=[O:12])[NH:9][N:8]=[C:7]([C:14]3[CH:19]=[CH:18][C:17]([F:20])=[CH:16][CH:15]=3)[C:6]=2[CH:21]=1.[CH2:22](I)[CH2:23][CH2:24][CH3:25], predict the reaction product. The product is: [CH2:22]([N:9]1[N:8]=[C:7]([C:14]2[CH:19]=[CH:18][C:17]([F:20])=[CH:16][CH:15]=2)[C:6]2[CH:21]=[C:2]([F:1])[CH:3]=[CH:4][C:5]=2[CH2:11][S:10]1(=[O:12])=[O:13])[CH2:23][CH2:24][CH3:25]. (5) Given the reactants [N:1]1[CH:6]=[CH:5][CH:4]=[C:3]([CH2:7][C:8]([OH:10])=O)[CH:2]=1.C(Cl)CCl.C1C=NC2N(O)N=NC=2C=1.[CH:25]([NH:28][CH:29]([CH3:31])[CH3:30])([CH3:27])[CH3:26].CCN(C(C)C)C(C)C, predict the reaction product. The product is: [CH:25]([N:28]([CH:29]([CH3:31])[CH3:30])[C:8](=[O:10])[CH2:7][C:3]1[CH:2]=[N:1][CH:6]=[CH:5][CH:4]=1)([CH3:27])[CH3:26]. (6) Given the reactants N[C:2]1[S:11][C:10]2[C:9](=[O:12])[C:8]3[CH:13]=[CH:14][CH:15]=[CH:16][C:7]=3[CH2:6][CH2:5][C:4]=2[N:3]=1.N(OCCC(C)C)=O, predict the reaction product. The product is: [N:3]1[C:4]2[CH2:5][CH2:6][C:7]3[CH:16]=[CH:15][CH:14]=[CH:13][C:8]=3[C:9](=[O:12])[C:10]=2[S:11][CH:2]=1. (7) Given the reactants [Cl:1][C:2]1[C:7]([O:8][CH3:9])=[CH:6][C:5]([O:10][CH3:11])=[C:4]([Cl:12])[C:3]=1[C:13]1[CH:22]=[CH:21][C:20]([C:23](O)=[O:24])=[C:19]2[C:14]=1[CH:15]=[CH:16][CH:17]=[N:18]2.[CH3:26][N:27]1[CH2:32][CH2:31][N:30]([CH2:33][C:34]2[N:39]=[CH:38][C:37]([NH2:40])=[CH:36][CH:35]=2)[CH2:29][CH2:28]1, predict the reaction product. The product is: [CH3:26][N:27]1[CH2:32][CH2:31][N:30]([CH2:33][C:34]2[N:39]=[CH:38][C:37]([NH:40][C:23]([C:20]3[CH:21]=[CH:22][C:13]([C:3]4[C:4]([Cl:12])=[C:5]([O:10][CH3:11])[CH:6]=[C:7]([O:8][CH3:9])[C:2]=4[Cl:1])=[C:14]4[C:19]=3[N:18]=[CH:17][CH:16]=[CH:15]4)=[O:24])=[CH:36][CH:35]=2)[CH2:29][CH2:28]1.